From a dataset of Catalyst prediction with 721,799 reactions and 888 catalyst types from USPTO. Predict which catalyst facilitates the given reaction. (1) Reactant: [CH3:1][O:2][C:3]1[CH:4]=[C:5]([CH:9]2[CH2:13][CH2:12][CH2:11][NH:10]2)[CH:6]=[CH:7][CH:8]=1.[OH:14][CH:15]([C:19]1[CH:24]=[CH:23][C:22]([S:25][CH3:26])=[CH:21][CH:20]=1)[C:16](O)=[O:17].F[P-](F)(F)(F)(F)F.N1(OC(N(C)C)=[N+](C)C)C2C=CC=CC=2N=N1.CCN(C(C)C)C(C)C. Product: [OH:14][CH:15]([C:19]1[CH:24]=[CH:23][C:22]([S:25][CH3:26])=[CH:21][CH:20]=1)[C:16]([N:10]1[CH2:11][CH2:12][CH2:13][CH:9]1[C:5]1[CH:6]=[CH:7][CH:8]=[C:3]([O:2][CH3:1])[CH:4]=1)=[O:17]. The catalyst class is: 2. (2) Reactant: [CH3:1][O:2][C:3]1[CH:4]=[N:5][CH:6]=[C:7]([CH:9]=O)[CH:8]=1.C([O:13][C:14](=O)[CH2:15][C:16]#[N:17])C.Cl.[NH2:20][C:21]([NH2:23])=[NH:22].C(=O)([O-])[O-].[K+].[K+]. Product: [NH2:23][C:21]1[N:22]=[C:14]([OH:13])[C:15]([C:16]#[N:17])=[C:9]([C:7]2[CH:6]=[N:5][CH:4]=[C:3]([O:2][CH3:1])[CH:8]=2)[N:20]=1. The catalyst class is: 8.